From a dataset of Reaction yield outcomes from USPTO patents with 853,638 reactions. Predict the reaction yield, written as a fraction of the theoretical maximum amount of product (1.0 means a 100% yield; for example, 0.34 means a 34% yield). The reactants are [C:1]1([C:11]2[CH:16]=[CH:15][CH:14]=[CH:13][CH:12]=2)[CH:6]=[CH:5][C:4]([CH2:7][C:8]([OH:10])=O)=[CH:3][CH:2]=1.CN(C(ON1N=NC2C=CC=CC1=2)=[N+](C)C)C.F[P-](F)(F)(F)(F)F.CCN(C(C)C)C(C)C.[Br:50][C:51]1[C:60]2[C:55](=[CH:56][CH:57]=[CH:58][CH:59]=2)[CH:54]=[C:53]([NH2:61])[N:52]=1.C(O)(=O)CC(CC(O)=O)(C(O)=O)O. The product is [C:1]1([C:11]2[CH:16]=[CH:15][CH:14]=[CH:13][CH:12]=2)[CH:2]=[CH:3][C:4]([CH2:7][C:8]([NH:61][C:53]2[N:52]=[C:51]([Br:50])[C:60]3[C:55]([CH:54]=2)=[CH:56][CH:57]=[CH:58][CH:59]=3)=[O:10])=[CH:5][CH:6]=1. The yield is 0.860. The catalyst is CN(C=O)C.O.